Dataset: hERG Central: cardiac toxicity at 1µM, 10µM, and general inhibition. Task: Predict hERG channel inhibition at various concentrations. (1) The compound is O=C(COc1ccc(Br)cc1)N(Cc1cccs1)C1CCS(=O)(=O)C1. Results: hERG_inhib (hERG inhibition (general)): blocker. (2) The molecule is CCN(CC)CCNc1nc2c(c(=O)n(C)c(=O)n2C)n1C/C=C(/C)Cl. Results: hERG_inhib (hERG inhibition (general)): blocker. (3) The compound is COc1ccc(C(=O)N2CCN(CCc3ccccc3)CC2)cc1[N+](=O)[O-]. Results: hERG_inhib (hERG inhibition (general)): blocker. (4) The molecule is COc1ccccc1CNCC(O)(c1ccc(F)cc1)c1ccc(F)cc1. Results: hERG_inhib (hERG inhibition (general)): blocker. (5) The compound is OCCN1CCN(c2ncnc3c2c(-c2ccccc2)cn3-c2ccc(F)cc2)CC1. Results: hERG_inhib (hERG inhibition (general)): blocker. (6) The compound is COc1ccc(S(=O)(=O)NCC2CCCO2)cc1NC(=O)c1ccc(Cl)cc1. Results: hERG_inhib (hERG inhibition (general)): blocker. (7) The compound is N=c1c2c(-c3ccccc3)c(-c3ccccc3)n(Cc3ccco3)c2ncn1CCCn1ccnc1. Results: hERG_inhib (hERG inhibition (general)): blocker. (8) The molecule is CCCCCOc1ccc(CSC(=N)N)cc1[N+](=O)[O-].Cl. Results: hERG_inhib (hERG inhibition (general)): blocker.